Dataset: CYP3A4 inhibition data for predicting drug metabolism from PubChem BioAssay. Task: Regression/Classification. Given a drug SMILES string, predict its absorption, distribution, metabolism, or excretion properties. Task type varies by dataset: regression for continuous measurements (e.g., permeability, clearance, half-life) or binary classification for categorical outcomes (e.g., BBB penetration, CYP inhibition). Dataset: cyp3a4_veith. (1) The molecule is COc1ccc2[nH]cc(CCNc3ccnc(-c4cccnc4)n3)c2c1. The result is 1 (inhibitor). (2) The compound is C[C@H](NCCN(C)C)[C@@H]1CC[C@@H]2[C@H]3CCc4cc(O)ccc4[C@H]3CC[C@@]12C. The result is 0 (non-inhibitor). (3) The drug is O=C(N/C(=C/c1cccs1)c1nc2ccccc2[nH]1)c1ccccc1. The result is 1 (inhibitor). (4) The molecule is COc1cccc(-c2ccc3ncnc(NCCNC(C)=O)c3c2)c1. The result is 1 (inhibitor). (5) The drug is COc1cccc(Cn2c(=O)cnc3cnc(Nc4cccc(OC)c4)nc32)c1. The result is 1 (inhibitor). (6) The compound is CCN1CCN(c2nc3ccccc3s2)CC1. The result is 0 (non-inhibitor).